From a dataset of NCI-60 drug combinations with 297,098 pairs across 59 cell lines. Regression. Given two drug SMILES strings and cell line genomic features, predict the synergy score measuring deviation from expected non-interaction effect. (1) Drug 1: C1CC(C1)(C(=O)O)C(=O)O.[NH2-].[NH2-].[Pt+2]. Drug 2: N.N.Cl[Pt+2]Cl. Cell line: SK-MEL-2. Synergy scores: CSS=47.1, Synergy_ZIP=9.10, Synergy_Bliss=14.2, Synergy_Loewe=1.13, Synergy_HSA=10.4. (2) Drug 1: CC1=C2C(C(=O)C3(C(CC4C(C3C(C(C2(C)C)(CC1OC(=O)C(C(C5=CC=CC=C5)NC(=O)OC(C)(C)C)O)O)OC(=O)C6=CC=CC=C6)(CO4)OC(=O)C)OC)C)OC. Synergy scores: CSS=44.7, Synergy_ZIP=4.57, Synergy_Bliss=2.38, Synergy_Loewe=-30.1, Synergy_HSA=1.66. Cell line: HCC-2998. Drug 2: CCN(CC)CCNC(=O)C1=C(NC(=C1C)C=C2C3=C(C=CC(=C3)F)NC2=O)C. (3) Drug 1: C1=CC=C(C=C1)NC(=O)CCCCCCC(=O)NO. Drug 2: CC1CCC2CC(C(=CC=CC=CC(CC(C(=O)C(C(C(=CC(C(=O)CC(OC(=O)C3CCCCN3C(=O)C(=O)C1(O2)O)C(C)CC4CCC(C(C4)OC)OCCO)C)C)O)OC)C)C)C)OC. Cell line: MOLT-4. Synergy scores: CSS=28.9, Synergy_ZIP=1.52, Synergy_Bliss=-1.57, Synergy_Loewe=-4.24, Synergy_HSA=-0.219. (4) Drug 1: C1CCC(CC1)NC(=O)N(CCCl)N=O. Drug 2: CC1CCCC2(C(O2)CC(NC(=O)CC(C(C(=O)C(C1O)C)(C)C)O)C(=CC3=CSC(=N3)C)C)C. Cell line: EKVX. Synergy scores: CSS=-1.22, Synergy_ZIP=-1.77, Synergy_Bliss=-3.08, Synergy_Loewe=-3.53, Synergy_HSA=-3.53.